From a dataset of Reaction yield outcomes from USPTO patents with 853,638 reactions. Predict the reaction yield, written as a fraction of the theoretical maximum amount of product (1.0 means a 100% yield; for example, 0.34 means a 34% yield). (1) The reactants are C(OC([N:8]1[CH2:13][CH2:12][CH:11]([S:14][C:15]2[C:20]3[C:21]4[CH:35]=[C:34]([C:36]5[CH:37]=[N:38][N:39]([CH3:41])[CH:40]=5)[CH:33]=[N:32][C:22]=4[N:23](COCC[Si](C)(C)C)[C:19]=3[CH:18]=[N:17][C:16]=2[C:42]#[N:43])[CH2:10][CH2:9]1)=O)(C)(C)C.FC(F)(F)C(O)=O. The catalyst is ClCCl. The product is [CH3:41][N:39]1[CH:40]=[C:36]([C:34]2[CH:33]=[N:32][C:22]3[NH:23][C:19]4[CH:18]=[N:17][C:16]([C:42]#[N:43])=[C:15]([S:14][CH:11]5[CH2:12][CH2:13][NH:8][CH2:9][CH2:10]5)[C:20]=4[C:21]=3[CH:35]=2)[CH:37]=[N:38]1. The yield is 0.250. (2) The product is [N:39]1([CH:42]2[CH2:43][CH2:49][N:48]([C:13](=[O:14])[CH:12]([NH:16][C:17]([N:19]3[CH2:24][CH2:23][CH:22]([N:25]4[CH2:34][C:33]5[C:28](=[CH:29][CH:30]=[CH:31][CH:32]=5)[NH:27][C:26]4=[O:35])[CH2:21][CH2:20]3)=[O:18])[CH2:11][C:4]3[CH:5]=[C:6]4[C:10](=[C:2]([CH3:1])[CH:3]=3)[NH:9][N:8]=[CH:7]4)[CH2:47][CH2:44]2)[CH2:36][CH2:38][CH2:78][CH2:41][CH2:40]1. The yield is 0.930. No catalyst specified. The reactants are [CH3:1][C:2]1[CH:3]=[C:4]([CH2:11][CH:12]([NH:16][C:17]([N:19]2[CH2:24][CH2:23][CH:22]([N:25]3[CH2:34][C:33]4[C:28](=[CH:29][CH:30]=[CH:31][CH:32]=4)[NH:27][C:26]3=[O:35])[CH2:21][CH2:20]2)=[O:18])[C:13](O)=[O:14])[CH:5]=[C:6]2[C:10]=1[NH:9][N:8]=[CH:7]2.[CH:36]([N:39]([CH:42]([CH3:44])[CH3:43])[CH2:40][CH3:41])([CH3:38])C.C1[CH2:49][N:48]([P+](ON2N=NC3C=CC=CC2=3)(N2CCCC2)N2CCCC2)[CH2:47]C1.F[P-](F)(F)(F)(F)F.[CH3:78]N(C)C=O.C(Cl)Cl. (3) The reactants are [OH:1][C@@H:2]([CH:6]([CH3:8])[CH3:7])[C:3]([OH:5])=[O:4].[CH3:9][Si:10](N[Si:10]([CH3:12])([CH3:11])[CH3:9])([CH3:12])[CH3:11]. No catalyst specified. The product is [CH3:9][Si:10]([C:6]([CH3:8])([CH3:7])[C@:2]([Si:10]([CH3:12])([CH3:11])[CH3:9])([OH:1])[C:3]([OH:5])=[O:4])([CH3:12])[CH3:11]. The yield is 0.900. (4) The reactants are [N+:1]([C:4]1[CH:5]=[C:6]([CH2:15]O)[CH:7]=[CH:8][C:9]=1[O:10][C:11]([F:14])([F:13])[F:12])([O-:3])=[O:2].S(Cl)([Cl:19])=O. No catalyst specified. The product is [Cl:19][CH2:15][C:6]1[CH:7]=[CH:8][C:9]([O:10][C:11]([F:14])([F:13])[F:12])=[C:4]([N+:1]([O-:3])=[O:2])[CH:5]=1. The yield is 0.900. (5) The reactants are [F:1][C:2]1[CH:8]=[C:7]([F:9])[CH:6]=[CH:5][C:3]=1[NH2:4].Cl.[Br:11][C:12]1[CH:13]=[C:14]([S:18](Cl)(=[O:20])=[O:19])[CH:15]=[N:16][CH:17]=1.Cl. The catalyst is N1C=CC=CC=1. The product is [Br:11][C:12]1[CH:13]=[C:14]([S:18]([NH:4][C:3]2[CH:5]=[CH:6][C:7]([F:9])=[CH:8][C:2]=2[F:1])(=[O:20])=[O:19])[CH:15]=[N:16][CH:17]=1. The yield is 0.590. (6) The reactants are N1C=CC=CC=1.ClC(Cl)(O[C:11](=[O:17])OC(Cl)(Cl)Cl)Cl.[CH3:19][C@H:20]1[CH2:25][CH2:24][CH2:23][C@@H:22]([CH3:26])[NH:21]1.C[C@H]1CCC[C@@H](C)N1.C(Cl)(=O)N.CCN(C(C)C)C(C)C.[F:48][C:49]1[CH:50]=[CH:51][C:52]([NH:55][NH2:56])=[N:53][CH:54]=1. The catalyst is C(Cl)Cl. The product is [F:48][C:49]1[CH:50]=[CH:51][C:52]([N:55]([C:11]([N:21]2[C@H:22]([CH3:26])[CH2:23][CH2:24][CH2:25][C@@H:20]2[CH3:19])=[O:17])[NH2:56])=[N:53][CH:54]=1. The yield is 0.560. (7) The reactants are [OH:1][C:2]1[C:3]([N+:8]([O-:10])=[O:9])=[N:4][CH:5]=[CH:6][CH:7]=1.C[O-].[Na+].[Br:14]Br. The catalyst is CO. The product is [Br:14][C:5]1[CH:6]=[CH:7][C:2]([OH:1])=[C:3]([N+:8]([O-:10])=[O:9])[N:4]=1. The yield is 0.960. (8) The reactants are Cl.[CH3:2][C:3]1([CH3:21])[CH2:7][C:6]2[C:8]([CH3:20])=[C:9]([N:14]3[CH2:19][CH2:18][NH:17][CH2:16][CH2:15]3)[C:10]([CH3:13])=[C:11]([CH3:12])[C:5]=2[O:4]1.Br[C:23]1[CH:28]=[CH:27][C:26]([O:29][CH3:30])=[C:25]([O:31][CH3:32])[CH:24]=1. No catalyst specified. The product is [CH3:30][O:29][C:26]1[CH:27]=[C:28]([N:17]2[CH2:16][CH2:15][N:14]([C:9]3[C:10]([CH3:13])=[C:11]([CH3:12])[C:5]4[O:4][C:3]([CH3:21])([CH3:2])[CH2:7][C:6]=4[C:8]=3[CH3:20])[CH2:19][CH2:18]2)[CH:23]=[CH:24][C:25]=1[O:31][CH3:32]. The yield is 0.320. (9) The reactants are [Cl:1][C:2]1[CH:7]=[CH:6][C:5]([CH2:8][C:9](N)=[O:10])=[CH:4][C:3]=1[N+:12]([O-:14])=[O:13].[CH3:15][OH:16]. No catalyst specified. The product is [CH3:15][O:16][C:9](=[O:10])[CH2:8][C:5]1[CH:6]=[CH:7][C:2]([Cl:1])=[C:3]([N+:12]([O-:14])=[O:13])[CH:4]=1. The yield is 0.890. (10) The reactants are [CH3:1][N:2]1[CH:7]=[C:6]([C:8]2[CH:13]=[C:12]([S:14]([CH3:17])(=[O:16])=[O:15])[CH:11]=[CH:10][C:9]=2[NH:18][CH:19]2[CH2:24][CH2:23][NH:22][CH2:21][CH2:20]2)[C:5]2[CH:25]=[CH:26][NH:27][C:4]=2[C:3]1=[O:28].CN1CCOCC1.[C:36]1([S:42](Cl)(=[O:44])=[O:43])[CH:41]=[CH:40][CH:39]=[CH:38][CH:37]=1.[Cl-].[Na+]. The catalyst is CN(C)C=O. The product is [CH3:1][N:2]1[CH:7]=[C:6]([C:8]2[CH:13]=[C:12]([S:14]([CH3:17])(=[O:15])=[O:16])[CH:11]=[CH:10][C:9]=2[NH:18][CH:19]2[CH2:20][CH2:21][N:22]([S:42]([C:36]3[CH:41]=[CH:40][CH:39]=[CH:38][CH:37]=3)(=[O:44])=[O:43])[CH2:23][CH2:24]2)[C:5]2[CH:25]=[CH:26][NH:27][C:4]=2[C:3]1=[O:28]. The yield is 0.820.